From a dataset of NCI-60 drug combinations with 297,098 pairs across 59 cell lines. Regression. Given two drug SMILES strings and cell line genomic features, predict the synergy score measuring deviation from expected non-interaction effect. (1) Drug 1: COC1=CC(=CC(=C1O)OC)C2C3C(COC3=O)C(C4=CC5=C(C=C24)OCO5)OC6C(C(C7C(O6)COC(O7)C8=CC=CS8)O)O. Drug 2: C1CN(P(=O)(OC1)NCCCl)CCCl. Cell line: NCI-H460. Synergy scores: CSS=32.1, Synergy_ZIP=-0.0622, Synergy_Bliss=-2.75, Synergy_Loewe=-38.2, Synergy_HSA=-3.04. (2) Drug 1: COC1=CC(=CC(=C1O)OC)C2C3C(COC3=O)C(C4=CC5=C(C=C24)OCO5)OC6C(C(C7C(O6)COC(O7)C8=CC=CS8)O)O. Drug 2: C1=CC(=CC=C1CC(C(=O)O)N)N(CCCl)CCCl.Cl. Cell line: SK-MEL-28. Synergy scores: CSS=10.2, Synergy_ZIP=-4.71, Synergy_Bliss=3.31, Synergy_Loewe=-11.2, Synergy_HSA=0.755. (3) Synergy scores: CSS=47.6, Synergy_ZIP=-0.698, Synergy_Bliss=0.663, Synergy_Loewe=-36.2, Synergy_HSA=2.69. Drug 2: CCCS(=O)(=O)NC1=C(C(=C(C=C1)F)C(=O)C2=CNC3=C2C=C(C=N3)C4=CC=C(C=C4)Cl)F. Cell line: UO-31. Drug 1: CC1=C2C(C(=O)C3(C(CC4C(C3C(C(C2(C)C)(CC1OC(=O)C(C(C5=CC=CC=C5)NC(=O)OC(C)(C)C)O)O)OC(=O)C6=CC=CC=C6)(CO4)OC(=O)C)OC)C)OC. (4) Drug 1: CN1C(=O)N2C=NC(=C2N=N1)C(=O)N. Drug 2: CCN(CC)CCCC(C)NC1=C2C=C(C=CC2=NC3=C1C=CC(=C3)Cl)OC. Cell line: SF-295. Synergy scores: CSS=-4.18, Synergy_ZIP=0.935, Synergy_Bliss=0.849, Synergy_Loewe=0.218, Synergy_HSA=-1.51. (5) Drug 1: COC1=C(C=C2C(=C1)N=CN=C2NC3=CC(=C(C=C3)F)Cl)OCCCN4CCOCC4. Drug 2: N.N.Cl[Pt+2]Cl. Cell line: ACHN. Synergy scores: CSS=43.1, Synergy_ZIP=-0.779, Synergy_Bliss=-0.351, Synergy_Loewe=-9.40, Synergy_HSA=0.954. (6) Drug 1: CN1CCC(CC1)COC2=C(C=C3C(=C2)N=CN=C3NC4=C(C=C(C=C4)Br)F)OC. Drug 2: CC1=C(C=C(C=C1)NC2=NC=CC(=N2)N(C)C3=CC4=NN(C(=C4C=C3)C)C)S(=O)(=O)N.Cl. Cell line: HOP-62. Synergy scores: CSS=11.7, Synergy_ZIP=-0.0511, Synergy_Bliss=5.94, Synergy_Loewe=5.01, Synergy_HSA=5.56. (7) Drug 1: C1=CC(=CC=C1CCC2=CNC3=C2C(=O)NC(=N3)N)C(=O)NC(CCC(=O)O)C(=O)O. Drug 2: CC1=C(C=C(C=C1)NC(=O)C2=CC=C(C=C2)CN3CCN(CC3)C)NC4=NC=CC(=N4)C5=CN=CC=C5. Cell line: OVCAR-8. Synergy scores: CSS=21.1, Synergy_ZIP=-3.49, Synergy_Bliss=-7.86, Synergy_Loewe=-25.4, Synergy_HSA=-8.67. (8) Drug 1: CC1=C(C(=O)C2=C(C1=O)N3CC4C(C3(C2COC(=O)N)OC)N4)N. Drug 2: C1C(C(OC1N2C=NC(=NC2=O)N)CO)O. Cell line: BT-549. Synergy scores: CSS=32.9, Synergy_ZIP=-6.05, Synergy_Bliss=-3.85, Synergy_Loewe=0.491, Synergy_HSA=2.53.